Dataset: Catalyst prediction with 721,799 reactions and 888 catalyst types from USPTO. Task: Predict which catalyst facilitates the given reaction. (1) Reactant: Cl.[CH2:2]([O:5][CH2:6][CH:7]1[CH2:12][CH2:11][CH2:10][NH:9][CH2:8]1)[CH:3]=[CH2:4].[C:13]([O:17][C:18](=[O:28])[NH:19][C@@H:20]1[CH2:25][CH2:24][CH2:23][CH2:22][C@H:21]1[CH:26]=O)([CH3:16])([CH3:15])[CH3:14].C(O[BH-](OC(=O)C)OC(=O)C)(=O)C.[Na+]. Product: [C:13]([O:17][C:18](=[O:28])[NH:19][C@@H:20]1[CH2:25][CH2:24][CH2:23][CH2:22][C@H:21]1[CH2:26][N:9]1[CH2:10][CH2:11][CH2:12][CH:7]([CH2:6][O:5][CH2:2][CH:3]=[CH2:4])[CH2:8]1)([CH3:16])([CH3:14])[CH3:15]. The catalyst class is: 4. (2) The catalyst class is: 15. Product: [Cl:1][C:8]1[C:17]2[C:12](=[CH:13][CH:14]=[N:15][CH:16]=2)[CH:11]=[C:10]([C:18]2[CH:23]=[CH:22][CH:21]=[CH:20][CH:19]=2)[N:9]=1. Reactant: [ClH:1].C([O-])(O)=O.[Na+].O[C:8]1[C:17]2[C:12](=[CH:13][CH:14]=[N:15][CH:16]=2)[CH:11]=[C:10]([C:18]2[CH:23]=[CH:22][CH:21]=[CH:20][CH:19]=2)[N:9]=1. (3) Reactant: [CH2:1]([N:5]([CH2:35][CH2:36][CH2:37][CH3:38])[C:6]([C:8]1[CH:12]=[C:11]([CH3:13])[N:10]([C:14]2[CH:19]=[C:18]([OH:20])[CH:17]=[CH:16][C:15]=2[C:21]([N:23]2[C@H:32]([CH2:33][OH:34])[CH2:31][C:30]3[C:25](=[CH:26][CH:27]=[CH:28][CH:29]=3)[CH2:24]2)=[O:22])[N:9]=1)=[O:7])[CH2:2][CH2:3][CH3:4].CC(C)([O-])C.[K+].I[CH2:46][C:47]([O:49][CH2:50][CH3:51])=[O:48].Cl. Product: [CH2:50]([O:49][C:47](=[O:48])[CH2:46][O:20][C:18]1[CH:17]=[CH:16][C:15]([C:21]([N:23]2[C@H:32]([CH2:33][OH:34])[CH2:31][C:30]3[C:25](=[CH:26][CH:27]=[CH:28][CH:29]=3)[CH2:24]2)=[O:22])=[C:14]([N:10]2[C:11]([CH3:13])=[CH:12][C:8]([C:6](=[O:7])[N:5]([CH2:1][CH2:2][CH2:3][CH3:4])[CH2:35][CH2:36][CH2:37][CH3:38])=[N:9]2)[CH:19]=1)[CH3:51]. The catalyst class is: 54. (4) Reactant: [CH2:1]1[CH:5]2[CH2:6][NH:7][CH2:8][CH:4]2[CH2:3][N:2]1[C:9]([O:11][C:12]([CH3:15])([CH3:14])[CH3:13])=[O:10].CCN(CC)CC.Cl[CH2:24][CH2:25][S:26](Cl)(=[O:28])=[O:27].O. Product: [CH:25]([S:26]([N:7]1[CH2:6][CH:5]2[CH2:1][N:2]([C:9]([O:11][C:12]([CH3:15])([CH3:14])[CH3:13])=[O:10])[CH2:3][CH:4]2[CH2:8]1)(=[O:28])=[O:27])=[CH2:24]. The catalyst class is: 2. (5) The catalyst class is: 294. Product: [CH2:14]([C@@H:9]1[CH2:10][O:11][CH2:12][CH2:13][N:8]1[C:6]1[N:5]=[C:4]([NH:16][CH3:17])[N:3]=[C:2]([C:23]2[CH:24]=[CH:25][C:20]([C:18]#[N:19])=[C:21]([F:29])[CH:22]=2)[CH:7]=1)[CH3:15]. Reactant: Cl[C:2]1[CH:7]=[C:6]([N:8]2[CH2:13][CH2:12][O:11][CH2:10][C@H:9]2[CH2:14][CH3:15])[N:5]=[C:4]([NH:16][CH3:17])[N:3]=1.[C:18]([C:20]1[CH:25]=[CH:24][C:23](B(O)O)=[CH:22][C:21]=1[F:29])#[N:19].C(Cl)Cl.C([O-])([O-])=O.[K+].[K+]. (6) Product: [CH3:14][O:7][C:6](=[O:8])[C:5]1[CH:9]=[CH:10][C:2]([F:1])=[C:3]([N+:11]([O-:13])=[O:12])[CH:4]=1. The catalyst class is: 120. Reactant: [F:1][C:2]1[CH:10]=[CH:9][C:5]([C:6]([OH:8])=[O:7])=[CH:4][C:3]=1[N+:11]([O-:13])=[O:12].[C:14](Cl)(=O)C(Cl)=O.C(N(CC)CC)C.CO.C(=O)(O)[O-].[Na+]. (7) Reactant: [C:12]([O:11][C:9](O[C:9]([O:11][C:12]([CH3:15])([CH3:14])[CH3:13])=[O:10])=[O:10])([CH3:15])([CH3:14])[CH3:13].Br.[Br:17][CH:18]1[CH2:23][CH2:22][NH:21][CH2:20][CH2:19]1.C(N(CC)CC)C. Product: [C:12]([O:11][C:9]([N:21]1[CH2:22][CH2:23][CH:18]([Br:17])[CH2:19][CH2:20]1)=[O:10])([CH3:13])([CH3:14])[CH3:15]. The catalyst class is: 4.